This data is from Catalyst prediction with 721,799 reactions and 888 catalyst types from USPTO. The task is: Predict which catalyst facilitates the given reaction. (1) Reactant: [C:1]([O:4][CH:5]1[C:9]2[N:10]=[CH:11][N:12]=[C:13](Cl)[C:8]=2[C@H:7]([CH3:15])[CH2:6]1)(=[O:3])[CH3:2].[CH3:16][C@@H:17]1[NH:22][CH2:21][CH2:20][N:19]([C:23]([O:25][C:26]([CH3:29])([CH3:28])[CH3:27])=[O:24])[CH2:18]1. Product: [C:1]([O:4][CH:5]1[C:9]2[N:10]=[CH:11][N:12]=[C:13]([N:22]3[CH2:21][CH2:20][N:19]([C:23]([O:25][C:26]([CH3:29])([CH3:28])[CH3:27])=[O:24])[CH2:18][C@@H:17]3[CH3:16])[C:8]=2[C@H:7]([CH3:15])[CH2:6]1)(=[O:3])[CH3:2]. The catalyst class is: 514. (2) Reactant: [O:1]1[C:3]2[CH2:4][CH2:5][CH2:6][C:2]1=2.[F:7][C:8]1[CH:13]=[C:12]([SH:14])[CH:11]=[CH:10][C:9]=1[CH:15]([CH3:20])[C:16]([O:18]C)=[O:17]. Product: [F:7][C:8]1[CH:13]=[C:12]([S:14][C@H:2]2[CH2:6][CH2:5][CH2:4][C@@H:3]2[OH:1])[CH:11]=[CH:10][C:9]=1[CH:15]([CH3:20])[C:16]([OH:18])=[O:17]. The catalyst class is: 4. (3) Reactant: [CH3:1][O:2][P:3]([C:7](P(OC)(OC)=O)(O)[C:8]1[CH:13]=[CH:12][CH:11]=[CH:10][C:9]=1[N+:14]([O-])=O)(=[O:6])[O:4][CH3:5].O.O.[Sn](Cl)Cl.[OH-].[Na+].C(OCC)(=O)C. Product: [CH3:1][O:2][P:3]([CH2:7][C:8]1[CH:13]=[CH:12][CH:11]=[CH:10][C:9]=1[NH2:14])(=[O:6])[O:4][CH3:5]. The catalyst class is: 8. (4) Reactant: [CH3:1][O:2][C:3]([C:5]1[S:6][C:7]([CH2:10][CH2:11][CH2:12][NH:13][CH2:14][CH2:15][CH2:16][C:17]2[CH:22]=[CH:21][CH:20]=[C:19]([Cl:23])[CH:18]=2)=[CH:8][CH:9]=1)=[O:4].C(N(CC)CC)C.Cl.[N:32]1[CH:37]=[CH:36][CH:35]=[C:34]([S:38](Cl)(=[O:40])=[O:39])[CH:33]=1. Product: [CH3:1][O:2][C:3]([C:5]1[S:6][C:7]([CH2:10][CH2:11][CH2:12][N:13]([CH2:14][CH2:15][CH2:16][C:17]2[CH:22]=[CH:21][CH:20]=[C:19]([Cl:23])[CH:18]=2)[S:38]([C:34]2[CH:33]=[N:32][CH:37]=[CH:36][CH:35]=2)(=[O:40])=[O:39])=[CH:8][CH:9]=1)=[O:4]. The catalyst class is: 2.